This data is from Reaction yield outcomes from USPTO patents with 853,638 reactions. The task is: Predict the reaction yield, written as a fraction of the theoretical maximum amount of product (1.0 means a 100% yield; for example, 0.34 means a 34% yield). The reactants are O=P(Cl)(Cl)Cl.[F:6][C:7]1[CH:12]=[CH:11][C:10]([N+:13]([O-:15])=[O:14])=[CH:9][C:8]=1[N:16]1[CH:20]=[CH:19][CH:18]=[CH:17]1.CN([CH:24]=[O:25])C. No catalyst specified. The product is [F:6][C:7]1[CH:12]=[CH:11][C:10]([N+:13]([O-:15])=[O:14])=[CH:9][C:8]=1[N:16]1[CH:20]=[CH:19][CH:18]=[C:17]1[CH:24]=[O:25]. The yield is 0.540.